Dataset: Catalyst prediction with 721,799 reactions and 888 catalyst types from USPTO. Task: Predict which catalyst facilitates the given reaction. (1) Reactant: Br[C:2]1[C:11]2[CH2:10][N:9]([CH3:12])[CH2:8][CH2:7][C:6]=2[C:5]([NH2:13])=[C:4]([N+:14]([O-])=O)[CH:3]=1. Product: [CH3:12][N:9]1[CH2:8][CH2:7][C:6]2[C:11](=[CH:2][CH:3]=[C:4]([NH2:14])[C:5]=2[NH2:13])[CH2:10]1. The catalyst class is: 19. (2) Reactant: [Br:1][C:2]1[CH:3]=[C:4]([N:9]2C(=O)[O:12][N:11]=[C:10]2[C:15]2[C:16]([NH:20][C:21]([C:23]3[NH:27][N:26]=[N:25][N:24]=3)=O)=[N:17][O:18][N:19]=2)[CH:5]=[CH:6][C:7]=1[F:8].P(Cl)(Cl)(Cl)(Cl)Cl.C([BH3-])#N.[Na+]. The catalyst class is: 17. Product: [Br:1][C:2]1[CH:3]=[C:4]([NH:9][C:10]([C:15]2[C:16]([NH:20][CH2:21][C:23]3[NH:27][N:26]=[N:25][N:24]=3)=[N:17][O:18][N:19]=2)=[N:11][OH:12])[CH:5]=[CH:6][C:7]=1[F:8]. (3) Reactant: CS(O[N:6]=[C:7](Cl)[CH:8]1[CH2:10][CH2:9]1)(=O)=O.[N-:12]=[C:13]=[S:14].[Na+].N1C=CC=CC=1.[F:22][C:23]1[CH:41]=[C:40]([S:42]([CH3:45])(=[O:44])=[O:43])[C:39]([F:46])=[CH:38][C:24]=1[O:25][CH:26]1[CH2:30][CH2:29][N:28]([CH:31]2[CH2:36][CH2:35][NH:34][CH2:33][CH2:32]2)[C:27]1=[O:37]. Product: [CH:8]1([C:7]2[N:12]=[C:13]([N:34]3[CH2:33][CH2:32][CH:31]([N:28]4[CH2:29][CH2:30][CH:26]([O:25][C:24]5[CH:38]=[C:39]([F:46])[C:40]([S:42]([CH3:45])(=[O:44])=[O:43])=[CH:41][C:23]=5[F:22])[C:27]4=[O:37])[CH2:36][CH2:35]3)[S:14][N:6]=2)[CH2:9][CH2:10]1. The catalyst class is: 161. (4) Reactant: N(C(OC(C)(C)C)=O)=NC(OC(C)(C)C)=O.C(P(CCCC)CCCC)CCC.[Cl:30][C:31]1[CH:32]=[C:33]2[C:38](=[CH:39][CH:40]=1)[N:37]([C@@H:41]([CH2:51][CH2:52]O)[C:42]([NH:44][C:45]1[CH:50]=[CH:49][CH:48]=[CH:47][CH:46]=1)=[O:43])[CH2:36][CH2:35][CH2:34]2. Product: [Cl:30][C:31]1[CH:32]=[C:33]2[C:38](=[CH:39][CH:40]=1)[N:37]([C@H:41]1[CH2:51][CH2:52][N:44]([C:45]3[CH:50]=[CH:49][CH:48]=[CH:47][CH:46]=3)[C:42]1=[O:43])[CH2:36][CH2:35][CH2:34]2. The catalyst class is: 1. (5) Reactant: [O:1]1[CH2:5][CH2:4][O:3][CH:2]1[C:6]1[CH:11]=[CH:10][C:9]([C:12]2[C:21]([C:22]3[CH:27]=[CH:26][CH:25]=[CH:24][CH:23]=3)=[CH:20][C:19]3[C:14](=[CH:15][CH:16]=[N:17][C:18]=3[O:28][CH3:29])[N:13]=2)=[CH:8][CH:7]=1.C1C=C(Cl)C=C(C(OO)=[O:38])C=1. Product: [O:3]1[CH2:4][CH2:5][O:1][CH:2]1[C:6]1[CH:11]=[CH:10][C:9]([C:12]2[C:21]([C:22]3[CH:27]=[CH:26][CH:25]=[CH:24][CH:23]=3)=[CH:20][C:19]3[C:14](=[CH:15][CH:16]=[N:17][C:18]=3[O:28][CH3:29])[N+:13]=2[O-:38])=[CH:8][CH:7]=1. The catalyst class is: 22.